Dataset: Forward reaction prediction with 1.9M reactions from USPTO patents (1976-2016). Task: Predict the product of the given reaction. (1) Given the reactants Br[C:2]1[CH:7]=[CH:6][C:5]([N+:8]([O-:10])=[O:9])=[C:4]([F:11])[CH:3]=1.[CH:12]1(B(O)O)[CH2:14][CH2:13]1.P([O-])([O-])([O-])=O.[K+].[K+].[K+], predict the reaction product. The product is: [CH:12]1([C:2]2[CH:7]=[CH:6][C:5]([N+:8]([O-:10])=[O:9])=[C:4]([F:11])[CH:3]=2)[CH2:14][CH2:13]1. (2) The product is: [Br:23][C:13]1[C:8]([C:5]2[CH:4]=[CH:3][C:2]([F:1])=[CH:7][CH:6]=2)=[N:9][C:10]([OH:17])=[N:11][C:12]=1[CH:14]([CH3:15])[CH3:16]. Given the reactants [F:1][C:2]1[CH:7]=[CH:6][C:5]([C:8]2[CH:13]=[C:12]([CH:14]([CH3:16])[CH3:15])[N:11]=[C:10]([OH:17])[N:9]=2)=[CH:4][CH:3]=1.CN(C=O)C.[Br:23]N1C(=O)CCC1=O, predict the reaction product. (3) Given the reactants [C:1]([C:5]1[N:6]=[C:7]([N:16]2[CH2:20][CH2:19][C:18]([F:22])([F:21])[CH2:17]2)[C:8]2[C:9](=[N:11][N:12]([CH2:14][CH3:15])[N:13]=2)[N:10]=1)([CH3:4])([CH3:3])[CH3:2].C(C1N=C(N2CCC(F)(F)C2)C2N=NNC=2N=1)(C)(C)C.[Cl:43][C:44]1C(CCl)=[CH:48][C:47]([Cl:52])=[CH:46][N:45]=1, predict the reaction product. The product is: [C:1]([C:5]1[N:6]=[C:7]([N:16]2[CH2:20][CH2:19][C:18]([F:21])([F:22])[CH2:17]2)[C:8]2[C:9](=[N:11][N:12]([CH2:14][C:15]3[C:44]([Cl:43])=[N:45][CH:46]=[C:47]([Cl:52])[CH:48]=3)[N:13]=2)[N:10]=1)([CH3:2])([CH3:3])[CH3:4]. (4) Given the reactants [N:1]1[C:10]2[C:5](=[CH:6][C:7]([C:11]([OH:13])=O)=[CH:8][CH:9]=2)[CH:4]=[CH:3][CH:2]=1.[NH2:14][C:15]1[CH:16]=[C:17]([NH:22][C:23](=[O:33])[C:24]2[CH:29]=[CH:28][CH:27]=[C:26]([N:30]([CH3:32])[CH3:31])[CH:25]=2)[CH:18]=[CH:19][C:20]=1[CH3:21].C(N(C(C)C)CC)(C)C, predict the reaction product. The product is: [CH3:32][N:30]([CH3:31])[C:26]1[CH:25]=[C:24]([CH:29]=[CH:28][CH:27]=1)[C:23]([NH:22][C:17]1[CH:18]=[CH:19][C:20]([CH3:21])=[C:15]([NH:14][C:11]([C:7]2[CH:6]=[C:5]3[C:10](=[CH:9][CH:8]=2)[N:1]=[CH:2][CH:3]=[CH:4]3)=[O:13])[CH:16]=1)=[O:33]. (5) Given the reactants ClC(Cl)(OC(=O)OC(Cl)(Cl)Cl)Cl.[CH2:13]([O:20][C@H:21]([C@@H:47]1[NH:52][C@@H:51]([CH3:53])[CH:50]([OH:54])[O:49][CH2:48]1)[C@@H:22]([N:32]([CH2:40][C:41]1[CH:46]=[CH:45][CH:44]=[CH:43][CH:42]=1)[CH2:33][C:34]1[CH:39]=[CH:38][CH:37]=[CH:36][CH:35]=1)[CH2:23][C:24]1[CH:29]=[C:28]([F:30])[CH:27]=[C:26]([F:31])[CH:25]=1)[C:14]1[CH:19]=[CH:18][CH:17]=[CH:16][CH:15]=1.C(N(CC)CC)C.[F:62][C:63]1([CH2:69]O)[CH2:68][CH2:67][CH2:66][CH2:65][CH2:64]1.FC(F)(F)S(O[Si](C)(C)C)(=O)=O.C(=O)([O-])[O-].[K+].[K+], predict the reaction product. The product is: [CH2:40]([N:32]([CH2:33][C:34]1[CH:39]=[CH:38][CH:37]=[CH:36][CH:35]=1)[C@@H:22]([CH2:23][C:24]1[CH:25]=[C:26]([F:31])[CH:27]=[C:28]([F:30])[CH:29]=1)[C@H:21]([O:20][CH2:13][C:14]1[CH:15]=[CH:16][CH:17]=[CH:18][CH:19]=1)[C@H:47]1[CH2:48][O:49][C@@H:50]([O:54][CH2:69][C:63]2([F:62])[CH2:68][CH2:67][CH2:66][CH2:65][CH2:64]2)[C@H:51]([CH3:53])[NH:52]1)[C:41]1[CH:42]=[CH:43][CH:44]=[CH:45][CH:46]=1. (6) Given the reactants [F:1][C:2]([F:18])([F:17])[C:3]1[CH:8]=[CH:7][C:6]([C:9]2[CH:10]=[C:11]([CH:14]=[CH:15][CH:16]=2)CCl)=[CH:5][CH:4]=1.[OH:19][C:20]1[CH:25]=[CH:24][C:23]([CH:26]([C:32]2[S:33][CH:34]=[CH:35][C:36]=2[CH3:37])[CH2:27][C:28]([O:30]C)=[O:29])=[CH:22][CH:21]=1.[C:38]([O-])([O-])=O.[Cs+].[Cs+], predict the reaction product. The product is: [F:18][C:2]([F:1])([F:17])[C:3]1[CH:4]=[CH:5][C:6]([C:9]2[CH:16]=[CH:15][CH:14]=[CH:11][CH:10]=2)=[CH:7][C:8]=1[CH2:38][O:19][C:20]1[CH:25]=[CH:24][C:23]([CH:26]([C:32]2[S:33][CH:34]=[CH:35][C:36]=2[CH3:37])[CH2:27][C:28]([OH:30])=[O:29])=[CH:22][CH:21]=1.